Task: Predict the reaction yield, written as a fraction of the theoretical maximum amount of product (1.0 means a 100% yield; for example, 0.34 means a 34% yield).. Dataset: Reaction yield outcomes from USPTO patents with 853,638 reactions (1) The reactants are [Br:1][C:2]1[CH:3]=[C:4]2[C:8](=[CH:9][CH:10]=1)[NH:7][N:6]=[C:5]2[CH:11]1[CH2:14][CH2:13][CH2:12]1.[H-].[Na+].Cl[CH2:18][C:19]#[N:20]. No catalyst specified. The product is [Br:1][C:2]1[CH:3]=[C:4]2[C:8](=[CH:9][CH:10]=1)[N:7]([CH2:18][C:19]#[N:20])[N:6]=[C:5]2[CH:11]1[CH2:14][CH2:13][CH2:12]1. The yield is 0.620. (2) The reactants are [I:1]NC(=O)CCC(N)=O.Cl.[CH3:11][O:12][C:13]1[CH:14]=[C:15]([CH2:21][C@H:22]([NH2:27])[C:23]([O:25][CH3:26])=[O:24])[CH:16]=[CH:17][C:18]=1[O:19][CH3:20].FC(F)(F)C(O)=O. The catalyst is C(#N)C. The product is [I:1][C:16]1[CH:17]=[C:18]([O:19][CH3:20])[C:13]([O:12][CH3:11])=[CH:14][C:15]=1[CH2:21][C@H:22]([NH2:27])[C:23]([O:25][CH3:26])=[O:24]. The yield is 0.980. (3) The reactants are Cl[C:2]1[C:3]2[CH:10]=[CH:9][N:8]([CH2:11][CH:12]=[CH2:13])[C:4]=2[N:5]=[CH:6][N:7]=1.[NH2:14][C:15]1[CH:16]=[C:17]([C:21]#[CH:22])[CH:18]=[CH:19][CH:20]=1. The catalyst is CO. The product is [CH2:11]([N:8]1[C:4]2[N:5]=[CH:6][N:7]=[C:2]([NH:14][C:15]3[CH:20]=[CH:19][CH:18]=[C:17]([C:21]#[CH:22])[CH:16]=3)[C:3]=2[CH:10]=[CH:9]1)[CH:12]=[CH2:13]. The yield is 0.410.